This data is from Reaction yield outcomes from USPTO patents with 853,638 reactions. The task is: Predict the reaction yield, written as a fraction of the theoretical maximum amount of product (1.0 means a 100% yield; for example, 0.34 means a 34% yield). (1) The reactants are [OH:1][CH2:2][C:3]1[N:7]([CH3:8])[C:6]2[C:9]([N:13]3[CH2:18][CH2:17][N:16]([C:19]([O:21][C:22]([CH3:25])([CH3:24])[CH3:23])=[O:20])[CH2:15][CH2:14]3)=[CH:10][CH:11]=[CH:12][C:5]=2[N:4]=1. The catalyst is C(#N)C.[O-2].[O-2].[Mn+4]. The product is [CH:2]([C:3]1[N:7]([CH3:8])[C:6]2[C:9]([N:13]3[CH2:14][CH2:15][N:16]([C:19]([O:21][C:22]([CH3:25])([CH3:24])[CH3:23])=[O:20])[CH2:17][CH2:18]3)=[CH:10][CH:11]=[CH:12][C:5]=2[N:4]=1)=[O:1]. The yield is 0.690. (2) The reactants are Br[C:2]1[CH:3]=[C:4]([C:8]([O:10]C)=[O:9])[O:5][C:6]=1[CH3:7].[CH3:12][N:13]1[C:17](B2OC(C)(C)C(C)(C)O2)=[CH:16][CH:15]=[N:14]1.C(=O)([O-])[O-].[K+].[K+].[OH-].[Na+]. The catalyst is O1CCOCC1.O.CC(C)([P](C(C)(C)C)([Pd][P](C(C)(C)C)(C(C)(C)C)C(C)(C)C)C(C)(C)C)C. The product is [CH3:7][C:6]1[O:5][C:4]([C:8]([OH:10])=[O:9])=[CH:3][C:2]=1[C:17]1[N:13]([CH3:12])[N:14]=[CH:15][CH:16]=1. The yield is 0.850. (3) The reactants are [Cl:1][C:2]1[CH:3]=[C:4]([C:12]2[N:16]=[C:15]([C:17]3[CH:24]=[CH:23][C:20]([CH:21]=O)=[CH:19][CH:18]=3)[O:14][N:13]=2)[CH:5]=[CH:6][C:7]=1[O:8][CH:9]([CH3:11])[CH3:10].[CH3:25][C:26]1([CH3:33])[O:30][CH:29]([CH2:31][NH2:32])[CH2:28][O:27]1.C(O)(=O)C.C([BH3-])#N.[Na+]. The yield is 0.647. The product is [Cl:1][C:2]1[CH:3]=[C:4]([C:12]2[N:16]=[C:15]([C:17]3[CH:18]=[CH:19][C:20]([CH2:21][NH:32][CH2:31][CH:29]4[CH2:28][O:27][C:26]([CH3:33])([CH3:25])[O:30]4)=[CH:23][CH:24]=3)[O:14][N:13]=2)[CH:5]=[CH:6][C:7]=1[O:8][CH:9]([CH3:10])[CH3:11]. The catalyst is CO. (4) The yield is 0.300. The catalyst is O1CCOCC1.O.C1C=CC([P]([Pd]([P](C2C=CC=CC=2)(C2C=CC=CC=2)C2C=CC=CC=2)([P](C2C=CC=CC=2)(C2C=CC=CC=2)C2C=CC=CC=2)[P](C2C=CC=CC=2)(C2C=CC=CC=2)C2C=CC=CC=2)(C2C=CC=CC=2)C2C=CC=CC=2)=CC=1. The product is [NH2:1][C:2]([C:4]1[CH:5]=[N:6][C:7]2[C:12]([C:13]=1[NH:14][C:15]1[CH:16]=[C:17]([CH:23]=[CH:24][CH:25]=1)[C:18]([OH:20])=[O:19])=[CH:11][CH:10]=[C:9]([C:31]1[CH:32]=[N:33][CH:34]=[CH:35][C:30]=1[O:29][CH3:28])[CH:8]=2)=[O:3]. The reactants are [NH2:1][C:2]([C:4]1[CH:5]=[N:6][C:7]2[C:12]([C:13]=1[NH:14][C:15]1[CH:16]=[C:17]([CH:23]=[CH:24][CH:25]=1)[C:18]([O:20]CC)=[O:19])=[CH:11][CH:10]=[C:9](Br)[CH:8]=2)=[O:3].O.[CH3:28][O:29][C:30]1[CH:35]=[CH:34][N:33]=[CH:32][C:31]=1B(O)O.C(=O)([O-])[O-].[K+].[K+].[OH-].[Na+]. (5) The reactants are FC1C=C2C(C(C3C=CC(N4CCC(N)CC4)=NC=3)=CN2)=CC=1.C(OC([N:31]1[CH2:36][CH2:35][N:34]([S:37]([C:40]2[N:45]=[CH:44][C:43]([C:46]3[C:54]4[C:49](=[CH:50][C:51]([F:55])=[CH:52][CH:53]=4)[N:48](C(OC(C)(C)C)=O)[CH:47]=3)=[CH:42][CH:41]=2)(=[O:39])=[O:38])[CH2:33][CH2:32]1)=O)(C)(C)C. No catalyst specified. The product is [F:55][C:51]1[CH:50]=[C:49]2[C:54]([C:46]([C:43]3[CH:44]=[N:45][C:40]([S:37]([N:34]4[CH2:35][CH2:36][NH:31][CH2:32][CH2:33]4)(=[O:39])=[O:38])=[CH:41][CH:42]=3)=[CH:47][NH:48]2)=[CH:53][CH:52]=1. The yield is 0.550. (6) The reactants are [C:1]([C:4]1[C:22](=[O:23])[C@@:8]2([CH3:24])[C:9]3[C:15]([OH:16])=[CH:14][C:13]([O:17][CH3:18])=[C:12]([C:19]([NH2:21])=[O:20])[C:10]=3[O:11][C:7]2=[CH:6][C:5]=1[OH:25])(=[O:3])[CH3:2].[CH2:26]([O:30][C:31]1[C:40]2[C:35](=[CH:36][CH:37]=[CH:38][CH:39]=2)[C:34]([CH:41]=O)=[C:33]([CH3:43])[CH:32]=1)[C:27]#[C:28][CH3:29].C([SiH](CC)CC)C.FC(F)(F)C(O)=O. The catalyst is C(#N)C. The product is [C:1]([C:4]1[C:22](=[O:23])[C@@:8]2([CH3:24])[C:9]3[C:15]([OH:16])=[CH:14][C:13]([O:17][CH3:18])=[C:12]([C:19]([NH:21][CH2:41][C:34]4[C:35]5[C:40](=[CH:39][CH:38]=[CH:37][CH:36]=5)[C:31]([O:30][CH2:26][C:27]#[C:28][CH3:29])=[CH:32][C:33]=4[CH3:43])=[O:20])[C:10]=3[O:11][C:7]2=[CH:6][C:5]=1[OH:25])(=[O:3])[CH3:2]. The yield is 0.520.